Dataset: hERG potassium channel inhibition data for cardiac toxicity prediction from Karim et al.. Task: Regression/Classification. Given a drug SMILES string, predict its toxicity properties. Task type varies by dataset: regression for continuous values (e.g., LD50, hERG inhibition percentage) or binary classification for toxic/non-toxic outcomes (e.g., AMES mutagenicity, cardiotoxicity, hepatotoxicity). Dataset: herg_karim. The compound is Cc1cc(CN2CC(C(=O)C3CCC[C@H]3C#N)[C@@H](N)C2)cc(C)c1C#N. The result is 0 (non-blocker).